From a dataset of NCI-60 drug combinations with 297,098 pairs across 59 cell lines. Regression. Given two drug SMILES strings and cell line genomic features, predict the synergy score measuring deviation from expected non-interaction effect. (1) Drug 2: CCCCCOC(=O)NC1=NC(=O)N(C=C1F)C2C(C(C(O2)C)O)O. Cell line: UACC-257. Synergy scores: CSS=-1.01, Synergy_ZIP=-0.224, Synergy_Bliss=-2.68, Synergy_Loewe=-2.89, Synergy_HSA=-3.39. Drug 1: C1=CC(=CC=C1C#N)C(C2=CC=C(C=C2)C#N)N3C=NC=N3. (2) Drug 1: C1CC(=O)NC(=O)C1N2CC3=C(C2=O)C=CC=C3N. Drug 2: C1C(C(OC1N2C=NC(=NC2=O)N)CO)O. Cell line: SF-268. Synergy scores: CSS=0.251, Synergy_ZIP=1.97, Synergy_Bliss=-0.0197, Synergy_Loewe=-2.48, Synergy_HSA=-3.57.